Task: Predict which catalyst facilitates the given reaction.. Dataset: Catalyst prediction with 721,799 reactions and 888 catalyst types from USPTO (1) The catalyst class is: 22. Product: [CH2:1]([O:8][C:9]([NH:11][C@H:12]1[C@@H:16]([O:17][S:33]([CH3:32])(=[O:35])=[O:34])[CH2:15][N:14]([C:18]([O:20][C:21]([CH3:24])([CH3:23])[CH3:22])=[O:19])[CH2:13]1)=[O:10])[C:2]1[CH:3]=[CH:4][CH:5]=[CH:6][CH:7]=1. Reactant: [CH2:1]([O:8][C:9]([NH:11][C@H:12]1[C@@H:16]([OH:17])[CH2:15][N:14]([C:18]([O:20][C:21]([CH3:24])([CH3:23])[CH3:22])=[O:19])[CH2:13]1)=[O:10])[C:2]1[CH:7]=[CH:6][CH:5]=[CH:4][CH:3]=1.C(N(CC)CC)C.[CH3:32][S:33](Cl)(=[O:35])=[O:34].O. (2) Reactant: [CH3:1][NH2:2].[CH:3]12[O:8][CH:7]1[CH2:6][N:5]([C:9]([O:11][C:12]([CH3:15])([CH3:14])[CH3:13])=[O:10])[CH2:4]2. Product: [OH:8][CH:3]1[CH:7]([NH:2][CH3:1])[CH2:6][N:5]([C:9]([O:11][C:12]([CH3:15])([CH3:14])[CH3:13])=[O:10])[CH2:4]1. The catalyst class is: 740. (3) Reactant: [C:1]([C@@:3]1([CH:35]([CH3:37])[CH3:36])[CH2:7][CH2:6][N:5]([C:8]2[CH:13]=[CH:12][N:11]=[C:10]([NH:14][C:15]3[CH:20]=[CH:19][C:18]([C:21]4([C:27]([O:29]C(C)(C)C)=[O:28])[CH2:26][CH2:25][O:24][CH2:23][CH2:22]4)=[CH:17][CH:16]=3)[N:9]=2)[C:4]1=[O:34])#[N:2].[ClH:38]. Product: [ClH:38].[C:1]([C@@:3]1([CH:35]([CH3:37])[CH3:36])[CH2:7][CH2:6][N:5]([C:8]2[CH:13]=[CH:12][N:11]=[C:10]([NH:14][C:15]3[CH:16]=[CH:17][C:18]([C:21]4([C:27]([OH:29])=[O:28])[CH2:22][CH2:23][O:24][CH2:25][CH2:26]4)=[CH:19][CH:20]=3)[N:9]=2)[C:4]1=[O:34])#[N:2]. The catalyst class is: 6. (4) Reactant: C1(C)C=C(C)C=C(C)C=1S([O-])(=O)=O.[NH2:14][N+:15]1[CH:20]=[CH:19][CH:18]=[CH:17][C:16]=1[C:21]#[C:22][CH2:23][CH3:24].CC(C)([O-])C.[K+]. Product: [CH2:23]([C:22]1[CH:21]=[C:16]2[CH:17]=[CH:18][CH:19]=[CH:20][N:15]2[N:14]=1)[CH3:24]. The catalyst class is: 7. (5) Reactant: C[O:2][C:3](=O)[CH2:4][CH2:5][C:6]1[C:7](=[O:27])[N:8]([CH2:11][C:12]2[CH:17]=[CH:16][C:15]([NH:18][C:19](=[O:26])[C:20]3[CH:25]=[CH:24][CH:23]=[CH:22][CH:21]=3)=[CH:14][CH:13]=2)[CH2:9][CH:10]=1.CO.[NH2:31][O:32][K].C(O)(=O)C. Product: [OH:32][NH:31][C:3]([CH2:4][CH2:5][C:6]1[C:7](=[O:27])[N:8]([CH2:11][C:12]2[CH:17]=[CH:16][C:15]([NH:18][C:19](=[O:26])[C:20]3[CH:21]=[CH:22][CH:23]=[CH:24][CH:25]=3)=[CH:14][CH:13]=2)[CH2:9][CH:10]=1)=[O:2]. The catalyst class is: 254. (6) Reactant: [S:1]1(=[O:8])(=[O:7])[CH2:5][CH2:4][C:3](=O)[CH2:2]1.[CH3:9][C:10]1[C:18]2[C:13](=[CH:14][CH:15]=[C:16](/[CH:19]=[C:20](/[C:23](=O)[CH3:24])\[C:21]#[N:22])[CH:17]=2)[NH:12][N:11]=1.C([O-])(=O)C.[NH4+:30]. Product: [CH3:24][C:23]1[NH:30][C:3]2[CH2:4][CH2:5][S:1](=[O:8])(=[O:7])[C:2]=2[CH:19]([C:16]2[CH:17]=[C:18]3[C:13](=[CH:14][CH:15]=2)[NH:12][N:11]=[C:10]3[CH3:9])[C:20]=1[C:21]#[N:22]. The catalyst class is: 15. (7) Reactant: [CH2:1]([O:8][C:9]1[CH:10]=[CH:11][C:12](SCC(C)C)=[C:13]2[C:18]=1[N:17]=[CH:16][CH:15]=[CH:14]2)[C:2]1[CH:7]=[CH:6][CH:5]=[CH:4][CH:3]=1.C1C=C(Cl)[CH:27]=[C:26]([C:31](OO)=O)[CH:25]=1.[S:35](=[O:38])(O)[O-:36].[Na+]. Product: [CH2:1]([O:8][C:9]1[CH:10]=[CH:11][C:12]([S:35]([CH2:25][CH:26]([CH3:31])[CH3:27])(=[O:38])=[O:36])=[C:13]2[C:18]=1[N:17]=[CH:16][CH:15]=[CH:14]2)[C:2]1[CH:7]=[CH:6][CH:5]=[CH:4][CH:3]=1. The catalyst class is: 4. (8) Reactant: [NH2:1][C:2]1[CH:10]=[CH:9][C:5]([C:6]([OH:8])=O)=[CH:4][CH:3]=1.[CH3:11][NH:12][CH2:13][CH2:14][C:15]1[CH:20]=[CH:19][CH:18]=[CH:17][N:16]=1.CCN(C(C)C)C(C)C.CN(C(ON1N=NC2C=CC=NC1=2)=[N+](C)C)C.F[P-](F)(F)(F)(F)F. Product: [NH2:1][C:2]1[CH:3]=[CH:4][C:5]([C:6]([N:12]([CH3:11])[CH2:13][CH2:14][C:15]2[CH:20]=[CH:19][CH:18]=[CH:17][N:16]=2)=[O:8])=[CH:9][CH:10]=1. The catalyst class is: 3. (9) Reactant: [CH3:1][O:2][C:3](=[O:24])[CH2:4][C:5]1([CH2:11][NH:12][C:13](=[O:23])[C:14]2[CH:19]=[CH:18][CH:17]=[CH:16][C:15]=2[N+:20]([O-])=O)[CH2:10][CH2:9][CH2:8][CH2:7][CH2:6]1. Product: [CH3:1][O:2][C:3](=[O:24])[CH2:4][C:5]1([CH2:11][NH:12][C:13](=[O:23])[C:14]2[CH:19]=[CH:18][CH:17]=[CH:16][C:15]=2[NH2:20])[CH2:6][CH2:7][CH2:8][CH2:9][CH2:10]1. The catalyst class is: 50. (10) Reactant: [O:1]1[CH2:5][CH2:4][O:3][CH:2]1[CH2:6][CH2:7][N:8](CC1C=CC=CC=1)[CH2:9][CH2:10][O:11][Si:12]([C:15]([CH3:18])([CH3:17])[CH3:16])([CH3:14])[CH3:13].CC1CC=CCC=1. Product: [O:1]1[CH2:5][CH2:4][O:3][CH:2]1[CH2:6][CH2:7][NH:8][CH2:9][CH2:10][O:11][Si:12]([C:15]([CH3:18])([CH3:17])[CH3:16])([CH3:14])[CH3:13]. The catalyst class is: 29.